Dataset: Forward reaction prediction with 1.9M reactions from USPTO patents (1976-2016). Task: Predict the product of the given reaction. (1) Given the reactants [S:1](Cl)(Cl)(=[O:3])=[O:2].[N:6]1[CH:11]=[CH:10][CH:9]=[CH:8][CH:7]=1.[OH2:12], predict the reaction product. The product is: [N+:6]1([S:1]([O-:3])(=[O:12])=[O:2])[CH:11]=[CH:10][CH:9]=[CH:8][CH:7]=1. (2) Given the reactants [Br:1][C:2]1[CH:11]=[CH:10][C:5]([C:6]([NH:8][NH2:9])=[O:7])=[CH:4][CH:3]=1.CO[C:14](OC)(N(C)C)[CH3:15].O.C1(C)C=CC(S(O)(=O)=O)=CC=1, predict the reaction product. The product is: [Br:1][C:2]1[CH:11]=[CH:10][C:5]([C:6]2[O:7][C:14]([CH3:15])=[N:9][N:8]=2)=[CH:4][CH:3]=1. (3) The product is: [CH2:24]([O:12][C:11](=[O:13])[C:10](=[O:14])[CH2:9][C:8]([C:4]1[CH:5]=[CH:6][CH:7]=[C:2]([F:1])[C:3]=1[O:17][CH3:18])([CH3:16])[CH3:15])[CH3:25]. Given the reactants [F:1][C:2]1[C:3]([O:17][CH3:18])=[C:4]([C:8]([CH3:16])([CH3:15])[CH2:9][C:10](=[O:14])[C:11]([OH:13])=[O:12])[CH:5]=[CH:6][CH:7]=1.S(=O)(=O)(O)O.[CH2:24](O)[CH3:25], predict the reaction product. (4) Given the reactants [Cl:1][C:2]1[N:7]=[CH:6][C:5]([CH:8]=O)=[C:4]([NH:10][CH2:11][CH3:12])[CH:3]=1.CO[C:15](=[O:27])[C:16]1[CH:21]=[C:20]([O:22][CH3:23])[CH:19]=[C:18]([CH2:24][C:25]#[N:26])[CH:17]=1.[C:28]([O-])([O-])=O.[K+].[K+].[OH2:34], predict the reaction product. The product is: [CH3:28][O:34][C:15](=[O:27])[C:16]1[CH:21]=[C:20]([O:22][CH3:23])[CH:19]=[C:18]([C:24]2[C:25](=[NH:26])[N:10]([CH2:11][CH3:12])[C:4]3[C:5]([CH:8]=2)=[CH:6][N:7]=[C:2]([Cl:1])[CH:3]=3)[CH:17]=1. (5) Given the reactants [CH:1]1([CH3:12])[CH2:6][CH2:5][CH:4]([C:7]([OH:10])([CH3:9])[CH3:8])[CH:3]([OH:11])[CH2:2]1, predict the reaction product. The product is: [CH:1]1([CH3:12])[CH2:6][CH2:5][CH:4]([C:7]([OH:10])([CH3:9])[CH3:8])[CH:3]([OH:11])[CH2:2]1.[CH3:8][C:7](=[CH:4][CH2:5][CH2:6][CH:1]([CH2:2][CH:3]=[O:11])[CH3:12])[CH3:9].